Dataset: Catalyst prediction with 721,799 reactions and 888 catalyst types from USPTO. Task: Predict which catalyst facilitates the given reaction. (1) Reactant: Cl.[CH3:2][O:3][C:4](=[O:11])[C@H:5]([CH2:7][CH:8]([CH3:10])[CH3:9])[NH2:6].C([O-])([O-])=O.[Na+].[Na+].[CH2:18]([O:25][C:26](Cl)=[O:27])[C:19]1[CH:24]=[CH:23][CH:22]=[CH:21][CH:20]=1. Product: [CH3:2][O:3][C:4](=[O:11])[C@H:5]([CH2:7][CH:8]([CH3:10])[CH3:9])[NH:6][C:26]([O:25][CH2:18][C:19]1[CH:24]=[CH:23][CH:22]=[CH:21][CH:20]=1)=[O:27]. The catalyst class is: 12. (2) Reactant: [Cl:1][C:2]1[CH:3]=[C:4]([C:9]2[CH:21]=[CH:20][C:12]([C:13]([NH:15][S:16]([CH3:19])(=[O:18])=[O:17])=[O:14])=[CH:11][C:10]=2[O:22][CH:23](F)F)[CH:5]=[N:6][C:7]=1F.C(N(CC)CC)C.[CH:33]([CH:36]1[CH2:40][CH2:39][CH2:38][NH:37]1)([CH3:35])[CH3:34]. Product: [Cl:1][C:2]1[CH:3]=[C:4]([C:9]2[CH:21]=[CH:20][C:12]([C:13]([NH:15][S:16]([CH3:19])(=[O:18])=[O:17])=[O:14])=[CH:11][C:10]=2[O:22][CH3:23])[CH:5]=[N:6][C:7]=1[N:37]1[CH2:38][CH2:39][CH2:40][CH:36]1[CH:33]([CH3:35])[CH3:34]. The catalyst class is: 16.